Dataset: Full USPTO retrosynthesis dataset with 1.9M reactions from patents (1976-2016). Task: Predict the reactants needed to synthesize the given product. (1) Given the product [C:1]1([C:10]2[CH:15]=[CH:14][CH:13]=[CH:12][CH:11]=2)[CH:6]=[CH:5][CH:4]=[CH:3][C:2]=1[C:17]1[CH:18]=[N:19][C:20]([O:23][CH3:24])=[N:21][CH:22]=1, predict the reactants needed to synthesize it. The reactants are: [C:1]1([C:10]2[CH:15]=[CH:14][CH:13]=[CH:12][CH:11]=2)[C:2](B(O)O)=[CH:3][CH:4]=[CH:5][CH:6]=1.Br[C:17]1[CH:18]=[N:19][C:20]([O:23][CH3:24])=[N:21][CH:22]=1.[O-]P([O-])([O-])=O.[K+].[K+].[K+]. (2) Given the product [C:19]1([N:11]2[C:12]3[C:13](=[N:14][CH:15]=[CH:16][CH:17]=3)[N:18]=[C:10]2[C@@H:8]([NH2:7])[CH3:9])[CH:20]=[CH:21][CH:22]=[CH:23][CH:24]=1, predict the reactants needed to synthesize it. The reactants are: C(OC(=O)[NH:7][C@H:8]([C:10]1[N:11]([C:19]2[CH:24]=[CH:23][CH:22]=[CH:21][CH:20]=2)[C:12]2[C:13]([N:18]=1)=[N:14][CH:15]=[CH:16][CH:17]=2)[CH3:9])(C)(C)C.C(O)(C(F)(F)F)=O. (3) Given the product [C:6]([CH2:8][C:9]1[CH:10]=[CH:11][C:12]([O:15][C:16]([C:18]2[CH:27]=[CH:26][C:25]3[C:24](=[O:28])[CH2:23][CH2:22][C:21]([CH3:30])([CH3:29])[C:20]=3[CH:19]=2)=[O:17])=[CH:13][CH:14]=1)([OH:7])=[O:5], predict the reactants needed to synthesize it. The reactants are: C([O:5][C:6]([CH2:8][C:9]1[CH:14]=[CH:13][C:12]([O:15][C:16]([C:18]2[CH:27]=[CH:26][C:25]3[C:24](=[O:28])[CH2:23][CH2:22][C:21]([CH3:30])([CH3:29])[C:20]=3[CH:19]=2)=[O:17])=[CH:11][CH:10]=1)=[O:7])(C)(C)C.FC(F)(F)C(O)=O.C(OCC)(=O)C. (4) Given the product [C:6]1([C:24]2[CH:25]=[CH:26][CH:27]=[CH:28][CH:29]=2)[CH:7]=[CH:8][C:3]([N:36]([C:37]2[CH:38]=[CH:39][CH:40]=[CH:41][CH:42]=2)[C:33]2[CH:32]=[CH:31][C:30]([C:2]3[C:10]4[CH:11]=[C:12]5[C:20]([C:21]([CH3:23])([CH3:22])[C:9]=4[C:8]4[C:3]=3[CH:4]=[CH:5][CH:6]([C:24]3[CH:29]=[CH:28][CH:27]=[CH:26][CH:25]=3)[CH:7]=4)=[C:19]3[C:14]([CH:15]=[CH:16][CH:17]=[CH:18]3)=[N:13]5)=[CH:35][CH:34]=2)=[CH:4][CH:5]=1, predict the reactants needed to synthesize it. The reactants are: Br[C:2]1[C:10]2[CH:11]=[C:12]3[C:20]([C:21]([CH3:23])([CH3:22])[C:9]=2[C:8]2[C:3]=1[CH:4]=[CH:5][CH:6]([C:24]1[CH:29]=[CH:28][CH:27]=[CH:26][CH:25]=1)[CH:7]=2)=[C:19]1[C:14]([CH:15]=[CH:16][CH:17]=[CH:18]1)=[N:13]3.[C:30]1(C2C=CC=CC=2)[CH:35]=[CH:34][C:33]([N:36](C2C=CC(B3OC(C)(C)C(C)(C)O3)=CC=2)[C:37]2[CH:42]=[CH:41][CH:40]=[CH:39][CH:38]=2)=[CH:32][CH:31]=1.C(=O)([O-])[O-].[K+].[K+]. (5) Given the product [CH3:1][CH2:2][CH2:3][CH2:4][CH2:5][NH:6][C:7]([NH:9]/[N:10]=[CH:11]/[C:12]1[C:16]2[CH:17]=[C:18]([O:21][CH3:22])[CH:19]=[CH:20][C:15]=2[NH:14][CH:13]=1)=[NH:8].[CH:24](/[C:23]([OH:30])=[O:29])=[CH:25]/[C:26]([OH:28])=[O:27], predict the reactants needed to synthesize it. The reactants are: [CH3:1][CH2:2][CH2:3][CH2:4][CH2:5][NH:6][C:7]([NH:9]/[N:10]=[CH:11]/[C:12]1[C:16]2[CH:17]=[C:18]([O:21][CH3:22])[CH:19]=[CH:20][C:15]=2[NH:14][CH:13]=1)=[NH:8].[C:23]([OH:30])(=[O:29])/[CH:24]=[CH:25]\[C:26]([OH:28])=[O:27].C(Cl)Cl. (6) Given the product [CH3:40][C:37]1[CH:36]=[CH:35][C:33]2=[C:34]3[C:29](=[C:30]([NH2:39])[N:31]=[C:32]2[CH:38]=1)[N:28]=[CH:27][C:26]([CH:1]=[CH2:2])=[CH:25]3, predict the reactants needed to synthesize it. The reactants are: [CH3:1][C:2]1C=CC(B2OC(C)(C)C(C)(C)O2)=C(NC(=O)OC(C)(C)C)C=1.[CH:25]1[C:34]2[C:29](=[C:30]([NH2:39])[N:31]=[C:32]3[CH:38]=[CH:37][CH:36]=[CH:35][C:33]3=2)[N:28]=[CH:27][CH:26]=1.[C:40](=O)([O-])[O-].[Na+].[Na+]. (7) Given the product [CH3:44][C:43]1[C:37]2[C:36](=[C:31]([C:32]([O:34][CH3:35])=[O:33])[C:30]([NH:29][C:45]([O:47][C:48]([CH3:51])([CH3:49])[CH3:50])=[O:46])=[CH:39][CH:38]=2)[O:40][CH2:41][CH:42]=1, predict the reactants needed to synthesize it. The reactants are: CC(C)(C)C(NC1C(C(OC)=O)=C2C(C=CCO2)=CC=1)=O.C(OC([N:29]([C:45]([O:47][C:48]([CH3:51])([CH3:50])[CH3:49])=[O:46])[C:30]1[CH:39]=[CH:38][CH:37]=[C:36]([O:40][CH2:41][C:42]#[C:43][CH3:44])[C:31]=1[C:32]([O:34][CH3:35])=[O:33])=O)(C)(C)C. (8) The reactants are: C[O:2][C:3]1[CH:8]=[CH:7][C:6]([P:9]2(=[O:16])[CH2:14][CH2:13][N:12]([CH3:15])[CH2:11][CH2:10]2)=[CH:5][CH:4]=1.B(Br)(Br)Br. Given the product [CH3:15][N:12]1[CH2:13][CH2:14][P:9]([C:6]2[CH:7]=[CH:8][C:3]([OH:2])=[CH:4][CH:5]=2)(=[O:16])[CH2:10][CH2:11]1, predict the reactants needed to synthesize it.